Dataset: Reaction yield outcomes from USPTO patents with 853,638 reactions. Task: Predict the reaction yield, written as a fraction of the theoretical maximum amount of product (1.0 means a 100% yield; for example, 0.34 means a 34% yield). (1) The reactants are C([O:4][C:5]1[C:13]2[N:12]=[C:11]([C:14]([CH3:17])([CH3:16])[CH3:15])[N:10]([CH2:18][C:19]3[CH:24]=[CH:23][CH:22]=[CH:21][CH:20]=3)[C:9]=2[CH:8]=[C:7]([C:25]([O:27][CH2:28][CH3:29])=[O:26])[CH:6]=1)(=O)C.C(=O)([O-])[O-].[K+].[K+]. The catalyst is C(O)C. The product is [CH2:18]([N:10]1[C:9]2[CH:8]=[C:7]([C:25]([O:27][CH2:28][CH3:29])=[O:26])[CH:6]=[C:5]([OH:4])[C:13]=2[N:12]=[C:11]1[C:14]([CH3:15])([CH3:17])[CH3:16])[C:19]1[CH:20]=[CH:21][CH:22]=[CH:23][CH:24]=1. The yield is 0.800. (2) The reactants are [NH:1](C(OCC1C2C(=CC=CC=2)C2C1=CC=CC=2)=O)[C@H:2]([C:15]([NH:17][C@H:18]([C:34]([O:36]C)=[O:35])[CH2:19][CH2:20][CH2:21][CH2:22][NH:23][C:24]([O:26][CH2:27][C:28]1[CH:33]=[CH:32][CH:31]=[CH:30][CH:29]=1)=[O:25])=[O:16])[CH2:3][C:4]1[CH:9]=[CH:8][C:7]([O:10][C:11]([CH3:14])([CH3:13])[CH3:12])=[CH:6][CH:5]=1.CNC.[NH:58]([C:78]([O:80][C:81]([CH3:84])([CH3:83])[CH3:82])=[O:79])[C@H:59]([C:75]([OH:77])=O)[CH2:60][CH2:61][CH2:62][CH2:63][NH:64][C:65]([O:67][CH2:68][C:69]1[CH:74]=[CH:73][CH:72]=[CH:71][CH:70]=1)=[O:66].C1C=CC2N(O)N=NC=2C=1.CCN=C=NCCCN(C)C.Cl. The catalyst is C1COCC1.C(Cl)(Cl)Cl.CO. The product is [NH:58]([C:78]([O:80][C:81]([CH3:84])([CH3:83])[CH3:82])=[O:79])[C@H:59]([C:75]([NH:1][C@H:2]([C:15]([NH:17][C@H:18]([C:34]([OH:36])=[O:35])[CH2:19][CH2:20][CH2:21][CH2:22][NH:23][C:24]([O:26][CH2:27][C:28]1[CH:29]=[CH:30][CH:31]=[CH:32][CH:33]=1)=[O:25])=[O:16])[CH2:3][C:4]1[CH:5]=[CH:6][C:7]([O:10][C:11]([CH3:13])([CH3:14])[CH3:12])=[CH:8][CH:9]=1)=[O:77])[CH2:60][CH2:61][CH2:62][CH2:63][NH:64][C:65]([O:67][CH2:68][C:69]1[CH:70]=[CH:71][CH:72]=[CH:73][CH:74]=1)=[O:66]. The yield is 0.650. (3) The reactants are [CH3:1][C:2]1[CH:7]=[CH:6][N:5]=[C:4]([N:8]2[C:16]3[CH:15]=[CH:14][N:13]=[CH:12][C:11]=3[N:10]=[N:9]2)[N:3]=1.[Cl:17][C:18]1[C:26]([C:27]([F:30])([F:29])[F:28])=[CH:25][CH:24]=[CH:23][C:19]=1[C:20](Cl)=[O:21].F[C:32](F)(F)S(O[Si](C)(C)C)(=O)=O.C[Mg+].[Br-]. The catalyst is C1COCC1. The product is [Cl:17][C:18]1[C:26]([C:27]([F:30])([F:29])[F:28])=[CH:25][CH:24]=[CH:23][C:19]=1[C:20]([N:13]1[CH:14]=[CH:15][C:16]2[N:8]([C:4]3[N:3]=[C:2]([CH3:1])[CH:7]=[CH:6][N:5]=3)[N:9]=[N:10][C:11]=2[CH:12]1[CH3:32])=[O:21]. The yield is 0.160. (4) The reactants are [C:1]([O:5][C:6]([N:8]1[CH2:13][CH2:12][CH:11]([C:14]2[C:18]3[CH:19]=[CH:20][C:21]([F:23])=[CH:22][C:17]=3[O:16][N:15]=2)[CH2:10][CH2:9]1)=[O:7])([CH3:4])([CH3:3])[CH3:2].C([N-]C(C)C)(C)C.[Li+].C[O:33]B(OC)OC.OO. The catalyst is O1CCCC1.C(O)(=O)C. The product is [C:1]([O:5][C:6]([N:8]1[CH2:13][CH2:12][CH:11]([C:14]2[C:18]3[CH:19]=[CH:20][C:21]([F:23])=[C:22]([OH:33])[C:17]=3[O:16][N:15]=2)[CH2:10][CH2:9]1)=[O:7])([CH3:4])([CH3:2])[CH3:3]. The yield is 0.590. (5) The reactants are [NH:1]1[CH:5]=[CH:4][N:3]=[CH:2]1.C(=O)([O-])[O-].[K+].[K+].Br[CH:13]([C:16]1[N:21]=[CH:20][C:19]([C:22]2[CH:29]=[CH:28][C:25]([C:26]#[N:27])=[CH:24][CH:23]=2)=[CH:18][CH:17]=1)[CH2:14][CH3:15].C(=O)(O)[O-].[Na+]. The catalyst is CN(C=O)C. The product is [N:1]1([CH:13]([C:16]2[N:21]=[CH:20][C:19]([C:22]3[CH2:29][CH2:28][C:25]([C:26]#[N:27])=[CH:24][CH:23]=3)=[CH:18][CH:17]=2)[CH2:14][CH3:15])[CH:5]=[CH:4][N:3]=[CH:2]1. The yield is 0.139. (6) The yield is 0.610. The reactants are [C:1](Cl)(=[O:3])[CH3:2].[CH3:5][C:6]1[CH:12]=[CH:11][C:10]([CH3:13])=[CH:9][C:7]=1[NH2:8].N1C=CC=CC=1. The catalyst is C(Cl)Cl. The product is [CH3:5][C:6]1[CH:12]=[CH:11][C:10]([CH3:13])=[CH:9][C:7]=1[NH:8][C:1](=[O:3])[CH3:2]. (7) The reactants are [Br:1][C:2]1[CH:12]=[CH:11][C:5]([O:6][CH2:7][C:8](O)=[O:9])=[CH:4][CH:3]=1.Cl.CN.[CH3:16][N:17](C)CCCN=C=NCC.ON1C2C=CC=CC=2N=N1.CN1CCOCC1. The catalyst is CN(C)C=O. The product is [Br:1][C:2]1[CH:12]=[CH:11][C:5]([O:6][CH2:7][C:8]([NH:17][CH3:16])=[O:9])=[CH:4][CH:3]=1. The yield is 0.900. (8) The reactants are [CH3:1][O:2][C:3]1[CH:4]=[C:5]2[C:10](=[CH:11][C:12]=1[O:13][CH3:14])[N:9]=[CH:8][CH:7]=[C:6]2[O:15][C:16]1[CH:22]=[CH:21][C:19]([NH2:20])=[C:18]([CH3:23])[C:17]=1[CH3:24].[F:25][C:26]1[CH:31]=[C:30]([F:32])[CH:29]=[CH:28][C:27]=1[N:33]=[C:34]=[O:35].CCOCC. The catalyst is C(Cl)(Cl)Cl. The product is [F:25][C:26]1[CH:31]=[C:30]([F:32])[CH:29]=[CH:28][C:27]=1[NH:33][C:34]([NH:20][C:19]1[CH:21]=[CH:22][C:16]([O:15][C:6]2[C:5]3[C:10](=[CH:11][C:12]([O:13][CH3:14])=[C:3]([O:2][CH3:1])[CH:4]=3)[N:9]=[CH:8][CH:7]=2)=[C:17]([CH3:24])[C:18]=1[CH3:23])=[O:35]. The yield is 0.700.